Dataset: Forward reaction prediction with 1.9M reactions from USPTO patents (1976-2016). Task: Predict the product of the given reaction. (1) Given the reactants [O-][CH2:2][CH3:3].[Na+].[CH:5]12[CH2:10][CH:9]1[CH2:8][N:7]([C:11](=[O:25])[CH2:12][C:13]1[S:14][CH:15]=[C:16]([C:18]3[CH:23]=[CH:22][C:21]([Cl:24])=[CH:20][CH:19]=3)[N:17]=1)[CH2:6]2.BrCCBr, predict the reaction product. The product is: [CH:5]12[CH2:10][CH:9]1[CH2:8][N:7]([C:11]([C:12]1([C:13]3[S:14][CH:15]=[C:16]([C:18]4[CH:23]=[CH:22][C:21]([Cl:24])=[CH:20][CH:19]=4)[N:17]=3)[CH2:3][CH2:2]1)=[O:25])[CH2:6]2. (2) Given the reactants [Cl:1][C:2]1[CH:10]=[C:9]2[C:5]([C:6]([C:11]([O:13]C)=[O:12])=[CH:7][NH:8]2)=[CH:4][C:3]=1[C:15]1[CH:20]=[CH:19][C:18]([O:21][CH2:22][CH2:23][CH2:24][N:25]2[CH2:30][CH2:29][O:28][CH2:27][CH2:26]2)=[CH:17][CH:16]=1.[OH-].[Na+].Cl, predict the reaction product. The product is: [Cl:1][C:2]1[CH:10]=[C:9]2[C:5]([C:6]([C:11]([OH:13])=[O:12])=[CH:7][NH:8]2)=[CH:4][C:3]=1[C:15]1[CH:16]=[CH:17][C:18]([O:21][CH2:22][CH2:23][CH2:24][N:25]2[CH2:26][CH2:27][O:28][CH2:29][CH2:30]2)=[CH:19][CH:20]=1.